From a dataset of Catalyst prediction with 721,799 reactions and 888 catalyst types from USPTO. Predict which catalyst facilitates the given reaction. (1) Product: [ClH:18].[Cl:18][C:14]1[CH:13]=[C:12]([C@@H:10]([OH:11])[CH2:9][NH:8][CH2:19][CH2:20][C:21]2[CH:26]=[CH:25][C:24]([S:27]([C:30]3[CH:31]=[CH:32][C:33]([O:34][CH2:35][C:36]([O:38][CH2:39][CH2:40][OH:41])=[O:37])=[CH:42][CH:43]=3)(=[O:29])=[O:28])=[CH:23][CH:22]=2)[CH:17]=[CH:16][CH:15]=1. The catalyst class is: 4. Reactant: C(OC([N:8]([CH2:19][CH2:20][C:21]1[CH:26]=[CH:25][C:24]([S:27]([C:30]2[CH:43]=[CH:42][C:33]([O:34][CH2:35][C:36]([O:38][CH2:39][CH2:40][OH:41])=[O:37])=[CH:32][CH:31]=2)(=[O:29])=[O:28])=[CH:23][CH:22]=1)[CH2:9][C@@H:10]([C:12]1[CH:17]=[CH:16][CH:15]=[C:14]([Cl:18])[CH:13]=1)[OH:11])=O)(C)(C)C.FC(F)(F)C(O)=O.C(=O)([O-])O.[Na+]. (2) Reactant: CC1C=CC(S(O[CH2:12][C:13]([C:16]#[N:17])([CH3:15])[CH3:14])(=O)=O)=CC=1.[Br:18][C:19]1[C:24]([CH3:25])=[CH:23][C:22]([OH:26])=[CH:21][C:20]=1[CH3:27].C([O-])([O-])=O.[Cs+].[Cs+]. Product: [Br:18][C:19]1[C:24]([CH3:25])=[CH:23][C:22]([O:26][CH2:12][C:13]([CH3:15])([CH3:14])[C:16]#[N:17])=[CH:21][C:20]=1[CH3:27]. The catalyst class is: 483. (3) Reactant: [BH4-].[Na+].[Br:3][C:4]1[CH:9]=[CH:8][C:7]([CH:10]([CH:13]=[O:14])[CH:11]=[O:12])=[CH:6][CH:5]=1.C(=O)([O-])O.[Na+]. Product: [Br:3][C:4]1[CH:5]=[CH:6][C:7]([CH:10]([CH2:13][OH:14])[CH2:11][OH:12])=[CH:8][CH:9]=1. The catalyst class is: 7. (4) Reactant: ClC1C=C([C:9]2[N:13]3[C:14]4[N:22]=[C:21]([O:23][CH3:24])[CH:20]=[CH:19][C:15]=4[N:16]=[C:17]([CH3:18])[C:12]3=[C:11]([CH3:25])[N:10]=2)C=C(Cl)C=1.[C:26]([C:29]1[CH:30]=[CH:31][C:32]([F:38])=[C:33](B(O)O)[CH:34]=1)(=[O:28])[NH2:27].C([O-])([O-])=O.[K+].[K+]. Product: [F:38][C:32]1[CH:31]=[CH:30][C:29]([C:26]([NH2:27])=[O:28])=[CH:34][C:33]=1[C:9]1[N:13]2[C:14]3[N:22]=[C:21]([O:23][CH3:24])[CH:20]=[CH:19][C:15]=3[N:16]=[C:17]([CH3:18])[C:12]2=[C:11]([CH3:25])[N:10]=1. The catalyst class is: 73. (5) Reactant: [Cl:1][C:2]1[CH:24]=[CH:23][C:5]([CH2:6][C:7]2[N:8]=[C:9]([C:17]3[CH2:18][CH2:19][O:20][CH2:21][CH:22]=3)[S:10][C:11]=2[C:12]([O:14]CC)=[O:13])=[CH:4][CH:3]=1.O1CCCC1.CO.[OH-].[Li+].Cl. Product: [Cl:1][C:2]1[CH:24]=[CH:23][C:5]([CH2:6][C:7]2[N:8]=[C:9]([C:17]3[CH2:18][CH2:19][O:20][CH2:21][CH:22]=3)[S:10][C:11]=2[C:12]([OH:14])=[O:13])=[CH:4][CH:3]=1. The catalyst class is: 25. (6) Reactant: FC(F)(F)S(O[C:7]1[C:8]2[C:13]([N:14]=[C:15]3[C:20]=1[CH2:19][CH2:18][CH2:17][CH2:16]3)=[CH:12][CH:11]=[CH:10][CH:9]=2)(=O)=O.C([O-])([O-])=O.[Cs+].[Cs+].[CH2:29]([NH2:32])[C:30]#[CH:31]. Product: [CH2:29]([NH:32][C:7]1[C:8]2[C:13]([N:14]=[C:15]3[C:20]=1[CH2:19][CH2:18][CH2:17][CH2:16]3)=[CH:12][CH:11]=[CH:10][CH:9]=2)[C:30]#[CH:31]. The catalyst class is: 102.